From a dataset of Forward reaction prediction with 1.9M reactions from USPTO patents (1976-2016). Predict the product of the given reaction. (1) Given the reactants C([O:8][C:9]1[CH:36]=[C:35]([C:37]2[CH:42]=[CH:41][CH:40]=[CH:39][N:38]=2)[CH:34]=[CH:33][C:10]=1[C:11]([NH:13][C:14]1[CH:26]=[C:25]([C:27]2[CH:32]=[CH:31][CH:30]=[CH:29][CH:28]=2)[CH:24]=[CH:23][C:15]=1[C:16]([O:18][C:19]([CH3:22])([CH3:21])[CH3:20])=[O:17])=[O:12])C1C=CC=CC=1.C(OCC)(=O)C.C(Cl)(Cl)Cl, predict the reaction product. The product is: [OH:8][C:9]1[CH:36]=[C:35]([C:37]2[CH:42]=[CH:41][CH:40]=[CH:39][N:38]=2)[CH:34]=[CH:33][C:10]=1[C:11]([NH:13][C:14]1[CH:26]=[C:25]([C:27]2[CH:32]=[CH:31][CH:30]=[CH:29][CH:28]=2)[CH:24]=[CH:23][C:15]=1[C:16]([O:18][C:19]([CH3:22])([CH3:21])[CH3:20])=[O:17])=[O:12]. (2) Given the reactants [OH:1][CH2:2][C@H:3]([NH2:11])[CH2:4][C:5]1[CH:10]=[CH:9][CH:8]=[CH:7][CH:6]=1.[S:12]1[CH2:18][C:16](=[O:17])[NH:15][C:13]1=S.C(N(C(C)C)CC)(C)C, predict the reaction product. The product is: [OH:1][CH2:2][CH:3]([NH:11][C:13]1[S:12][CH2:18][C:16](=[O:17])[N:15]=1)[CH2:4][C:5]1[CH:6]=[CH:7][CH:8]=[CH:9][CH:10]=1. (3) Given the reactants Cl.[NH2:2][C@@H:3]([CH2:13][CH:14]([CH3:16])[CH3:15])[CH:4]([C:6]1[CH:11]=[CH:10][CH:9]=[C:8]([F:12])[CH:7]=1)[OH:5], predict the reaction product. The product is: [NH2:2][C@@H:3]([CH2:13][CH:14]([CH3:16])[CH3:15])[CH:4]([C:6]1[CH:11]=[CH:10][CH:9]=[C:8]([F:12])[CH:7]=1)[OH:5]. (4) Given the reactants [C:1]1([C:7]2[NH:8][CH:9]=[CH:10][CH:11]=2)[CH:6]=[CH:5][CH:4]=[CH:3][CH:2]=1.CC[Mg+].[Br-].[C:16]1([C:22](=[O:30])SC2C=CC=CN=2)[CH:21]=[CH:20][CH:19]=[CH:18][CH:17]=1, predict the reaction product. The product is: [C:16]1([C:22]([C:9]2[NH:8][C:7]([C:1]3[CH:2]=[CH:3][CH:4]=[CH:5][CH:6]=3)=[CH:11][CH:10]=2)=[O:30])[CH:21]=[CH:20][CH:19]=[CH:18][CH:17]=1. (5) Given the reactants [NH2:1][C:2]1[CH:17]=[C:16]([F:18])[C:15]([F:19])=[CH:14][C:3]=1[C:4]([NH:6][C:7]1[CH:12]=[CH:11][CH:10]=[CH:9][C:8]=1[Cl:13])=[O:5].[Cl:20][CH2:21][C:22](Cl)=O, predict the reaction product. The product is: [Cl:20][CH2:21][C:22]1[N:6]([C:7]2[CH:12]=[CH:11][CH:10]=[CH:9][C:8]=2[Cl:13])[C:4](=[O:5])[C:3]2[C:2](=[CH:17][C:16]([F:18])=[C:15]([F:19])[CH:14]=2)[N:1]=1. (6) Given the reactants C[N:2](C)C=O.[Cl:6][C:7]1[CH:8]=[C:9]([C:14]([C:28]([F:31])([F:30])[F:29])=[CH:15][C:16]([C:18]2[CH:26]=[CH:25][C:21]([C:22]([OH:24])=[O:23])=[C:20]([CH3:27])[CH:19]=2)=O)[CH:10]=[C:11]([Cl:13])[CH:12]=1.C1(C)C=CC=CC=1.[OH2:39], predict the reaction product. The product is: [Cl:6][C:7]1[CH:8]=[C:9]([C:14]2([C:28]([F:31])([F:30])[F:29])[O:39][N:2]=[C:16]([C:18]3[CH:26]=[CH:25][C:21]([C:22]([OH:24])=[O:23])=[C:20]([CH3:27])[CH:19]=3)[CH2:15]2)[CH:10]=[C:11]([Cl:13])[CH:12]=1. (7) Given the reactants C([O:8][N:9]1[C:14]2[N:15]=[CH:16][N:17]=[C:18]([CH3:19])[C:13]=2[C:12]([NH:20][CH2:21][C:22]2[CH:23]=[N:24][C:25]([CH3:28])=[CH:26][CH:27]=2)=[CH:11][C:10]1=[O:29])C1C=CC=CC=1.CO.[H][H], predict the reaction product. The product is: [OH:8][N:9]1[C:14]2[N:15]=[CH:16][N:17]=[C:18]([CH3:19])[C:13]=2[C:12]([NH:20][CH2:21][C:22]2[CH:23]=[N:24][C:25]([CH3:28])=[CH:26][CH:27]=2)=[CH:11][C:10]1=[O:29].